From a dataset of Forward reaction prediction with 1.9M reactions from USPTO patents (1976-2016). Predict the product of the given reaction. (1) Given the reactants [Cl:1][C:2]1[C:3](Cl)=[N:4][CH:5]=[C:6]([CH:9]=1)[C:7]#[N:8].[C:11]([N:18]1[CH2:23][CH2:22][NH:21][CH2:20][CH2:19]1)([O:13][C:14]([CH3:17])([CH3:16])[CH3:15])=[O:12].CCN(C(C)C)C(C)C.C(Cl)Cl, predict the reaction product. The product is: [Cl:1][C:2]1[C:3]([N:21]2[CH2:20][CH2:19][N:18]([C:11]([O:13][C:14]([CH3:17])([CH3:16])[CH3:15])=[O:12])[CH2:23][CH2:22]2)=[N:4][CH:5]=[C:6]([C:7]#[N:8])[CH:9]=1. (2) Given the reactants [CH3:1][O:2][C:3]1[C:4]([NH:14][C:15](=[O:19])OCC)=[N:5][C:6]2[C:11]([N:12]=1)=[CH:10][C:9]([CH3:13])=[CH:8][CH:7]=2.[CH3:20][O:21][C:22]1[CH:27]=[CH:26][CH:25]=[CH:24][C:23]=1[N:28]1[CH2:33][CH2:32][NH:31][CH2:30][CH2:29]1, predict the reaction product. The product is: [CH3:1][O:2][C:3]1[C:4]([NH:14][C:15]([N:31]2[CH2:30][CH2:29][N:28]([C:23]3[CH:24]=[CH:25][CH:26]=[CH:27][C:22]=3[O:21][CH3:20])[CH2:33][CH2:32]2)=[O:19])=[N:5][C:6]2[C:11]([N:12]=1)=[CH:10][C:9]([CH3:13])=[CH:8][CH:7]=2.